From a dataset of Full USPTO retrosynthesis dataset with 1.9M reactions from patents (1976-2016). Predict the reactants needed to synthesize the given product. (1) Given the product [Br:1][C:2]1[CH:3]=[C:4]([C:8]([NH:12][C:13](=[O:19])[O:14][C:15]([CH3:18])([CH3:17])[CH3:16])([CH3:11])[CH2:9][NH:21][CH3:20])[CH:5]=[CH:6][CH:7]=1, predict the reactants needed to synthesize it. The reactants are: [Br:1][C:2]1[CH:3]=[C:4]([C:8]([NH:12][C:13](=[O:19])[O:14][C:15]([CH3:18])([CH3:17])[CH3:16])([CH3:11])[CH:9]=O)[CH:5]=[CH:6][CH:7]=1.[CH3:20][NH2:21].C(O[BH-](OC(=O)C)OC(=O)C)(=O)C.[Na+]. (2) Given the product [CH3:25][C:21]1[CH:20]=[C:19]([C:3]2[C:4]([CH3:11])=[CH:5][C:6]([CH2:9][NH2:10])=[CH:7][N:8]=2)[CH:24]=[CH:23][N:22]=1, predict the reactants needed to synthesize it. The reactants are: Cl.Cl[C:3]1[N:8]=[CH:7][C:6]([CH2:9][NH2:10])=[CH:5][C:4]=1[CH3:11].FC1C=C(CN)C=CC=1[C:19]1[CH:24]=[CH:23][N:22]=[C:21]([CH3:25])[CH:20]=1.COC1C=CC=C(OC)C=1C1C=CC=CC=1P(C1CCCCC1)C1CCCCC1.[O-]P([O-])([O-])=O.[K+].[K+].[K+]. (3) Given the product [C:13]1([CH:11]([NH2:12])[C:7]2([N:1]3[CH2:6][CH2:5][S:4][CH2:3][CH2:2]3)[CH2:10][CH2:9][CH2:8]2)[CH:18]=[CH:17][CH:16]=[CH:15][CH:14]=1, predict the reactants needed to synthesize it. The reactants are: [N:1]1([C:7]2([C:11]#[N:12])[CH2:10][CH2:9][CH2:8]2)[CH2:6][CH2:5][S:4][CH2:3][CH2:2]1.[C:13]1([Li])[CH:18]=[CH:17][CH:16]=[CH:15][CH:14]=1. (4) Given the product [ClH:20].[ClH:20].[CH3:1][N:2]1[C:6]([C:7]([F:8])([F:9])[F:10])=[C:5]([C@H:11]([NH2:13])[CH3:12])[CH:4]=[N:3]1, predict the reactants needed to synthesize it. The reactants are: [CH3:1][N:2]1[C:6]([C:7]([F:10])([F:9])[F:8])=[C:5]([C@H:11]([NH:13][S@@](C(C)(C)C)=O)[CH3:12])[CH:4]=[N:3]1.[ClH:20]. (5) Given the product [F:46][C:25]1([F:24])[CH2:27][CH:26]1[CH2:28][N:29]1[C:33](=[O:34])[N:32]([C:35]2[S:36][C:37]([C:41]([OH:43])=[O:42])=[C:38]([CH3:40])[N:39]=2)[CH:31]=[N:30]1, predict the reactants needed to synthesize it. The reactants are: FC1(F)CC1CN1CCN(C2SC(C(OCC)=O)=C(C)N=2)C1=O.[F:24][C:25]1([F:46])[CH2:27][CH:26]1[CH2:28][N:29]1[C:33](=[O:34])[N:32]([C:35]2[S:36][C:37]([C:41]([O:43]CC)=[O:42])=[C:38]([CH3:40])[N:39]=2)[CH:31]=[N:30]1. (6) Given the product [OH:22][C:21]1[C:37]([C:36]([O:35][CH2:33][CH3:34])=[O:43])=[C:38]([CH3:39])[N:28]=[C:27]2[S:26][C:25]3[CH2:29][CH2:30][CH2:31][CH2:32][C:24]=3[C:23]=12, predict the reactants needed to synthesize it. The reactants are: C1(C)C=CC(S(O)(=O)=O)=CC=1.[NH+]1C=CC=CC=1.C(O[C:21]([C:23]1[C:24]2[CH2:32][CH2:31][CH2:30][CH2:29][C:25]=2[S:26][C:27]=1[NH2:28])=[O:22])C.[CH2:33]([O:35][C:36](=[O:43])[CH:37]=[C:38](OCC)[CH3:39])[CH3:34].[O-]CC.[Na+]. (7) Given the product [CH2:1]([O:3][C:4]([C:6]1[C:11]([NH2:12])=[CH:10][CH:9]=[C:8]([C:15]#[N:16])[N:7]=1)=[O:5])[CH3:2], predict the reactants needed to synthesize it. The reactants are: [CH2:1]([O:3][C:4]([C:6]1[C:11]([NH2:12])=[CH:10][CH:9]=[C:8](Br)[N:7]=1)=[O:5])[CH3:2].[Cu][C:15]#[N:16]. (8) Given the product [C:16]([C:15]1[CH:14]=[CH:13][C:12]([C:10]2[N:11]=[C:7]([N:6]3[C:5]([CH3:21])([CH3:20])[CH2:4][O:3]/[C:2]/3=[N:1]\[C:29](=[O:31])[CH3:30])[S:8][CH:9]=2)=[CH:19][CH:18]=1)#[N:17], predict the reactants needed to synthesize it. The reactants are: [NH:1]=[C:2]1[N:6]([C:7]2[S:8][CH:9]=[C:10]([C:12]3[CH:19]=[CH:18][C:15]([C:16]#[N:17])=[CH:14][CH:13]=3)[N:11]=2)[C:5]([CH3:21])([CH3:20])[CH2:4][O:3]1.C(N(CC)CC)C.[C:29](Cl)(=[O:31])[CH3:30].O. (9) Given the product [C:6]([N:8]1[CH2:12][C:11](=[N:13][O:14][CH2:15][C:16]2[CH:21]=[CH:20][C:19]([Cl:22])=[C:18]([Cl:23])[CH:17]=2)[CH2:10][C@H:9]1[C:24]([NH:46][C:42]1[CH:41]=[C:40]2[C:45](=[CH:44][CH:43]=1)[N:36]=[CH:37][CH:38]=[CH:39]2)=[O:26])(=[O:7])[C:28]1[CH:33]=[CH:32][CH:31]=[CH:30][CH:29]=1, predict the reactants needed to synthesize it. The reactants are: C(O[C:6]([N:8]1[CH2:12][C:11](=[N:13][O:14][CH2:15][C:16]2[CH:21]=[CH:20][C:19]([Cl:22])=[C:18]([Cl:23])[CH:17]=2)[CH2:10][C@H:9]1[C:24]([OH:26])=O)=[O:7])(C)(C)C.C(Cl)(=O)[C:28]1[CH:33]=[CH:32][CH:31]=[CH:30][CH:29]=1.[N:36]1[C:45]2[C:40](=[CH:41][C:42]([NH2:46])=[CH:43][CH:44]=2)[CH:39]=[CH:38][CH:37]=1.